Dataset: Catalyst prediction with 721,799 reactions and 888 catalyst types from USPTO. Task: Predict which catalyst facilitates the given reaction. (1) Reactant: [CH:1](=O)[C:2]1[CH:7]=[CH:6][CH:5]=[CH:4][CH:3]=1.[F:9][CH:10]([F:19])[O:11][C:12]1[CH:13]=[C:14]([NH2:18])[CH:15]=[N:16][CH:17]=1. Product: [CH:1](=[N:18][C:14]1[CH:15]=[N:16][CH:17]=[C:12]([O:11][CH:10]([F:19])[F:9])[CH:13]=1)[C:2]1[CH:7]=[CH:6][CH:5]=[CH:4][CH:3]=1. The catalyst class is: 8. (2) Reactant: Cl[C:2]1[N:7]=[CH:6][C:5]2[N:8]=[C:9]([C@H:17]([O:19][CH:20]3[CH2:25][CH2:24][CH2:23][CH2:22][O:21]3)[CH3:18])[N:10]([C@@H:11]([CH3:16])[C:12]([F:15])([F:14])[F:13])[C:4]=2[CH:3]=1.[NH2:26][C:27]1[CH:32]=[CH:31][N:30]=[C:29]([N:33]2[CH2:38][CH2:37][C@:36]([CH3:40])([OH:39])[C@H:35]([F:41])[CH2:34]2)[N:28]=1.C1(P(C2CCCCC2)C2C=CC=CC=2C2C(C(C)C)=CC(C(C)C)=CC=2C(C)C)CCCCC1.C(=O)([O-])[O-].[Cs+].[Cs+]. Product: [F:41][C@H:35]1[C@@:36]([CH3:40])([OH:39])[CH2:37][CH2:38][N:33]([C:29]2[N:28]=[C:27]([NH:26][C:2]3[N:7]=[CH:6][C:5]4[N:8]=[C:9]([C@H:17]([O:19][CH:20]5[CH2:25][CH2:24][CH2:23][CH2:22][O:21]5)[CH3:18])[N:10]([C@@H:11]([CH3:16])[C:12]([F:15])([F:14])[F:13])[C:4]=4[CH:3]=3)[CH:32]=[CH:31][N:30]=2)[CH2:34]1. The catalyst class is: 102. (3) Reactant: [O:1]=[C:2]1[NH:7][C:6]([C:8]2[O:9][C:10]3[C:16]([C:17](O)=[O:18])=[CH:15][CH:14]=[CH:13][C:11]=3[CH:12]=2)=[N:5][C:4]2[CH:20]=[N:21][CH:22]=[CH:23][C:3]1=2.[C:24]([O:28][C:29]([N:31]1[CH2:36][CH2:35][CH:34]([CH2:37][CH2:38][NH2:39])[CH2:33][CH2:32]1)=[O:30])([CH3:27])([CH3:26])[CH3:25].C(N(CC)C(C)C)(C)C.CN(C(ON1N=NC2C=CC=NC1=2)=[N+](C)C)C.F[P-](F)(F)(F)(F)F. Product: [O:1]=[C:2]1[NH:7][C:6]([C:8]2[O:9][C:10]3[C:16]([C:17]([NH:39][CH2:38][CH2:37][CH:34]4[CH2:35][CH2:36][N:31]([C:29]([O:28][C:24]([CH3:27])([CH3:26])[CH3:25])=[O:30])[CH2:32][CH2:33]4)=[O:18])=[CH:15][CH:14]=[CH:13][C:11]=3[CH:12]=2)=[N:5][C:4]2[CH:20]=[N:21][CH:22]=[CH:23][C:3]1=2. The catalyst class is: 391.